This data is from Forward reaction prediction with 1.9M reactions from USPTO patents (1976-2016). The task is: Predict the product of the given reaction. (1) Given the reactants [Br:1][C:2]1[N:3]=[C:4]2[C:12](=[CH:13][C:14]=1[O:15][CH2:16][CH3:17])[CH:11]=[C:10]1[N:5]2[C@H:6]([CH3:19])[CH2:7][NH:8][C:9]1=O.[H-].[Al+3].[Li+].[H-].[H-].[H-].[C:26]([O:30][C:31](O[C:31]([O:30][C:26]([CH3:29])([CH3:28])[CH3:27])=[O:32])=[O:32])([CH3:29])([CH3:28])[CH3:27], predict the reaction product. The product is: [C:26]([O:30][C:31]([N:8]1[CH2:7][C@@H:6]([CH3:19])[N:5]2[C:10](=[CH:11][C:12]3[C:4]2=[N:3][C:2]([Br:1])=[C:14]([O:15][CH2:16][CH3:17])[CH:13]=3)[CH2:9]1)=[O:32])([CH3:29])([CH3:28])[CH3:27]. (2) Given the reactants Cl[Si](C)(C)C.Br[CH2:7][C:8]([O:10][CH2:11][CH3:12])=[O:9].C=C[C@@H]1[C@@H]2C[C@H]([C@@H](O)C3C4C(=CC=CC=4)N=CC=3)N(CC2)C1.N1C=CC=CC=1.[CH3:41][NH:42][C:43]([C:45]1[CH:54]=[CH:53][C:52]2[C:47](=[CH:48][CH:49]=[C:50]([C:55]([C:57]3[N:58]=[CH:59][N:60]([C:62]([C:75]4[CH:80]=[CH:79][CH:78]=[CH:77][CH:76]=4)([C:69]4[CH:74]=[CH:73][CH:72]=[CH:71][CH:70]=4)[C:63]4[CH:68]=[CH:67][CH:66]=[CH:65][CH:64]=4)[CH:61]=3)=[O:56])[CH:51]=2)[CH:46]=1)=[O:44].Cl, predict the reaction product. The product is: [OH:56][C@@:55]([C:50]1[CH:49]=[CH:48][C:47]2[C:52](=[CH:53][CH:54]=[C:45]([C:43]([NH:42][CH3:41])=[O:44])[CH:46]=2)[CH:51]=1)([C:57]1[N:58]=[CH:59][N:60]([C:62]([C:63]2[CH:68]=[CH:67][CH:66]=[CH:65][CH:64]=2)([C:75]2[CH:76]=[CH:77][CH:78]=[CH:79][CH:80]=2)[C:69]2[CH:74]=[CH:73][CH:72]=[CH:71][CH:70]=2)[CH:61]=1)[CH2:7][C:8]([O:10][CH2:11][CH3:12])=[O:9]. (3) The product is: [NH:30]1[C:31]2[C:27](=[CH:26][CH:25]=[CH:33][CH:32]=2)[CH2:28][C:29]1=[O:34]. Given the reactants N(C1C=C(N2CCOCC2)N=C(OCCN2CCOCC2)N=1)N.C[C:25]1[CH:26]=[C:27]2[C:31](=[CH:32][CH:33]=1)[NH:30][C:29](=[O:34])[C:28]2=O, predict the reaction product. (4) Given the reactants [NH2:1][C:2]1[N:10]=[CH:9][CH:8]=[CH:7][C:3]=1[C:4]([OH:6])=O.[CH3:11][NH2:12].[CH3:13][O:14][C:15]1[CH:22]=[C:21]([OH:23])[CH:20]=[CH:19][C:16]=1[CH:17]=O.O[CH:25]1[CH2:30][CH2:29][N:28]([C:31](OC(C)(C)C)=O)[CH2:27][CH2:26]1.[C:38]1(=O)[CH2:41]C[CH2:39]1, predict the reaction product. The product is: [CH:31]1([N:28]2[CH2:27][CH2:26][CH:25]([O:23][C:21]3[CH:20]=[CH:19][C:16]([C:17]4[N:12]([CH3:11])[C:4](=[O:6])[C:3]5[CH:7]=[CH:8][CH:9]=[N:10][C:2]=5[N:1]=4)=[C:15]([O:14][CH3:13])[CH:22]=3)[CH2:30][CH2:29]2)[CH2:41][CH2:38][CH2:39]1. (5) Given the reactants [NH2:1][C:2]1[CH:3]=[C:4]2[C:9](=[CH:10][CH:11]=1)[N:8]=[CH:7][C:6]([C:12]#[N:13])=[C:5]2[NH:14][C:15]1[CH:20]=[CH:19][C:18]([F:21])=[C:17]([Cl:22])[CH:16]=1.[Cl:23]C(Cl)C.[N:27]1([CH2:33][CH2:34][N:35]2[CH:39]=[C:38]([CH:40]=O)[N:37]=[N:36]2)[CH2:32][CH2:31][CH2:30][CH2:29][CH2:28]1.C(O[BH-](OC(=O)C)OC(=O)C)(=O)C.[Na+], predict the reaction product. The product is: [Cl:23][C:10]1[CH:11]=[C:2]([NH:1][CH2:40][C:38]2[N:37]=[N:36][N:35]([CH2:34][CH2:33][N:27]3[CH2:32][CH2:31][CH2:30][CH2:29][CH2:28]3)[CH:39]=2)[CH:3]=[C:4]2[C:9]=1[N:8]=[CH:7][C:6]([C:12]#[N:13])=[C:5]2[NH:14][C:15]1[CH:20]=[CH:19][C:18]([F:21])=[C:17]([Cl:22])[CH:16]=1. (6) Given the reactants Cl.[F:2][C:3]1[CH:11]=[CH:10][CH:9]=[C:8]2[C:4]=1[CH2:5][N:6]([C:12]([O:14][C@@H:15]1[CH2:19][C@@H:18]([C:20](=[O:35])[NH:21][C@:22]3([C:27]([S:29]([CH:32]4[CH2:34][CH2:33]4)(=[O:31])=[O:30])=[O:28])[CH2:24][C@H:23]3[CH:25]=[CH2:26])[NH:17][CH2:16]1)=[O:13])[CH2:7]2.[F:36][C:37]1[CH:42]=[CH:41][C:40]([NH:43][C@@H:44]([CH2:48][CH2:49][CH2:50][CH2:51][CH2:52][CH:53]=[CH2:54])[C:45](O)=[O:46])=[CH:39][CH:38]=1.CN(C(ON1N=NC2C=CC=NC1=2)=[N+](C)C)C.F[P-](F)(F)(F)(F)F.CCN(C(C)C)C(C)C.OS([O-])(=O)=O.[K+], predict the reaction product. The product is: [F:2][C:3]1[CH:11]=[CH:10][CH:9]=[C:8]2[C:4]=1[CH2:5][N:6]([C:12]([O:14][C@@H:15]1[CH2:19][C@@H:18]([C:20](=[O:35])[NH:21][C@:22]3([C:27]([S:29]([CH:32]4[CH2:33][CH2:34]4)(=[O:31])=[O:30])=[O:28])[CH2:24][C@H:23]3[CH:25]=[CH2:26])[N:17]([C:45](=[O:46])[C@@H:44]([NH:43][C:40]3[CH:39]=[CH:38][C:37]([F:36])=[CH:42][CH:41]=3)[CH2:48][CH2:49][CH2:50][CH2:51][CH2:52][CH:53]=[CH2:54])[CH2:16]1)=[O:13])[CH2:7]2.